From a dataset of Catalyst prediction with 721,799 reactions and 888 catalyst types from USPTO. Predict which catalyst facilitates the given reaction. (1) Reactant: [Cl:1][C:2]1[CH:7]=[CH:6][C:5](/[CH:8]=[CH:9]/[C:10]([OH:12])=O)=[CH:4][CH:3]=1.[C:13](Cl)(=[O:17])[C:14](Cl)=O.C[N:20]([CH:22]=[O:23])C. Product: [CH2:8]([C@@H:14]1[CH2:13][O:17][C:22](=[O:23])[N:20]1[C:10](=[O:12])/[CH:9]=[CH:8]/[C:5]1[CH:4]=[CH:3][C:2]([Cl:1])=[CH:7][CH:6]=1)[C:5]1[CH:6]=[CH:7][CH:2]=[CH:3][CH:4]=1. The catalyst class is: 1. (2) Reactant: C([O:3][C:4]([C:6]1[CH:7]=[C:8]2[C:13](=[CH:14][CH:15]=1)[NH:12][CH:11]([C:16]1[CH:21]=[CH:20][CH:19]=[CH:18][CH:17]=1)[C:10]([CH3:23])([CH3:22])[CH2:9]2)=[O:5])C.[OH-].[Na+].Cl. Product: [CH3:22][C:10]1([CH3:23])[CH2:9][C:8]2[C:13](=[CH:14][CH:15]=[C:6]([C:4]([OH:5])=[O:3])[CH:7]=2)[NH:12][CH:11]1[C:16]1[CH:21]=[CH:20][CH:19]=[CH:18][CH:17]=1. The catalyst class is: 364. (3) Reactant: Cl[C:2]1[N:11]=[CH:10][CH:9]=[C:8]2[C:3]=1[CH:4]=[C:5]([C:30]1[CH:35]=[CH:34][CH:33]=[CH:32][CH:31]=1)[C:6]([C:12]1[CH:17]=[CH:16][C:15]([C:18]3([NH:22][C:23](=[O:29])[O:24][C:25]([CH3:28])([CH3:27])[CH3:26])[CH2:21][CH2:20][CH2:19]3)=[CH:14][CH:13]=1)=[N:7]2.[NH2:36][NH2:37]. Product: [NH:36]([C:2]1[N:11]=[CH:10][CH:9]=[C:8]2[C:3]=1[CH:4]=[C:5]([C:30]1[CH:35]=[CH:34][CH:33]=[CH:32][CH:31]=1)[C:6]([C:12]1[CH:17]=[CH:16][C:15]([C:18]3([NH:22][C:23](=[O:29])[O:24][C:25]([CH3:28])([CH3:27])[CH3:26])[CH2:21][CH2:20][CH2:19]3)=[CH:14][CH:13]=1)=[N:7]2)[NH2:37]. The catalyst class is: 12. (4) Reactant: [CH:1](OC1C=CC([N+]([O-])=O)=CC=1)=[O:2].[C:13]([C:17]1[O:21][N:20]=[C:19]([NH2:22])[CH:18]=1)([CH3:16])([CH3:15])[CH3:14].C(=O)([O-])O.[Na+]. Product: [C:13]([C:17]1[O:21][N:20]=[C:19]([NH:22][CH:1]=[O:2])[CH:18]=1)([CH3:16])([CH3:15])[CH3:14]. The catalyst class is: 23. (5) Reactant: [CH:1]([O:4][C:5]1[CH:6]=[C:7]([CH:25]=[CH:26][CH:27]=1)[CH2:8][C:9]1[C:18]2[C:13](=[CH:14][C:15]([O:21][CH3:22])=[C:16]([O:19][CH3:20])[CH:17]=2)[C:12]([CH:23]=[O:24])=[CH:11][N:10]=1)([CH3:3])[CH3:2].[Se](=O)=[O:29]. Product: [CH:1]([O:4][C:5]1[CH:6]=[C:7]([CH:25]=[CH:26][CH:27]=1)[C:8]([C:9]1[C:18]2[C:13](=[CH:14][C:15]([O:21][CH3:22])=[C:16]([O:19][CH3:20])[CH:17]=2)[C:12]([CH:23]=[O:24])=[CH:11][N:10]=1)=[O:29])([CH3:3])[CH3:2]. The catalyst class is: 13. (6) Reactant: Cl[C:2]1[C:9](Cl)=[CH:8][CH:7]=[CH:6][C:3]=1[CH:4]=[O:5].[C:11]([O:15]CC(=O)CC([O-])=O)([CH3:14])([CH3:13])[CH3:12].[NH2:23][C:24]1[CH:28]=[CH:27][NH:26][N:25]=1.[C:29]([O-])(=O)C.[Na+]. Product: [CH3:14][C:11]([O:15][C:4]([C:3]1[CH:2]([CH:9]([CH3:8])[CH3:29])[N:25]2[N:26]=[CH:27][CH:28]=[C:24]2[NH:23][C:6]=1[CH3:7])=[O:5])([CH3:12])[CH3:13]. The catalyst class is: 9.